Task: Predict the reactants needed to synthesize the given product.. Dataset: Full USPTO retrosynthesis dataset with 1.9M reactions from patents (1976-2016) The reactants are: [CH3:1][C:2]1[CH:3]=[C:4]([CH:7]=[CH:8][C:9]=1[N:10]1[CH2:15][CH2:14][CH:13]([CH2:16][N:17]2[CH2:21][CH2:20][CH2:19][CH2:18]2)[CH2:12][CH2:11]1)[CH:5]=O.[CH:22]([N:25]1[CH2:30][CH2:29][NH:28][CH2:27][CH2:26]1)([CH3:24])[CH3:23]. Given the product [CH:22]([N:25]1[CH2:30][CH2:29][N:28]([CH2:5][C:4]2[CH:7]=[CH:8][C:9]([N:10]3[CH2:15][CH2:14][CH:13]([CH2:16][N:17]4[CH2:21][CH2:20][CH2:19][CH2:18]4)[CH2:12][CH2:11]3)=[C:2]([CH3:1])[CH:3]=2)[CH2:27][CH2:26]1)([CH3:24])[CH3:23], predict the reactants needed to synthesize it.